This data is from Peptide-MHC class I binding affinity with 185,985 pairs from IEDB/IMGT. The task is: Regression. Given a peptide amino acid sequence and an MHC pseudo amino acid sequence, predict their binding affinity value. This is MHC class I binding data. The peptide sequence is TIEGRKVMLY. The MHC is HLA-A02:02 with pseudo-sequence HLA-A02:02. The binding affinity (normalized) is 0.